Dataset: Forward reaction prediction with 1.9M reactions from USPTO patents (1976-2016). Task: Predict the product of the given reaction. (1) Given the reactants [CH2:1]=[C:2]([C:4]1[CH:5]=[C:6]([C:14]2[N:15]=[C:16]([CH2:19][CH2:20][C:21]([O:23][CH3:24])=[O:22])[O:17][CH:18]=2)[CH:7]=[C:8]([C:10]([F:13])([F:12])[F:11])[CH:9]=1)C.I([O-])(=O)(=O)=[O:26].[Na+], predict the reaction product. The product is: [C:2]([C:4]1[CH:5]=[C:6]([C:14]2[N:15]=[C:16]([CH2:19][CH2:20][C:21]([O:23][CH3:24])=[O:22])[O:17][CH:18]=2)[CH:7]=[C:8]([C:10]([F:13])([F:11])[F:12])[CH:9]=1)(=[O:26])[CH3:1]. (2) Given the reactants [NH2:1][C:2]1[CH:7]=[CH:6][CH:5]=[CH:4][C:3]=1[NH:8][C:9](=[O:28])[C:10]1[CH:15]=[CH:14][C:13]([CH2:16][N:17]2[CH2:25][C:24]3[C:19](=[CH:20][CH:21]=[CH:22][C:23]=3Br)[C:18]2=[O:27])=[CH:12][CH:11]=1.B(O)(O)[C:30]1[CH:39]=[CH:38][C:37]2[C:32](=[CH:33][CH:34]=[CH:35][CH:36]=2)[CH:31]=1, predict the reaction product. The product is: [NH2:1][C:2]1[CH:7]=[CH:6][CH:5]=[CH:4][C:3]=1[NH:8][C:9](=[O:28])[C:10]1[CH:15]=[CH:14][C:13]([CH2:16][N:17]2[CH2:25][C:24]3[C:19](=[CH:20][CH:21]=[CH:22][C:23]=3[C:30]3[CH:39]=[CH:38][C:37]4[C:32](=[CH:33][CH:34]=[CH:35][CH:36]=4)[CH:31]=3)[C:18]2=[O:27])=[CH:12][CH:11]=1. (3) The product is: [CH2:13]([O:12][C:6]1[N:5]=[C:4]2[C:9]([NH:10][C:2](=[O:32])[N:3]2[CH2:17][CH:18]2[CH2:23][CH2:22][CH2:21][N:20]([CH2:40][CH2:39][C:38]([O:42][CH3:43])=[O:41])[CH2:19]2)=[C:8]([NH2:11])[N:7]=1)[CH2:14][CH2:15][CH3:16]. Given the reactants Br[C:2]1[N:3]([CH2:17][CH:18]2[CH2:23][CH2:22][CH2:21][N:20](C(OC(C)(C)C)=O)[CH2:19]2)[C:4]2[C:9]([N:10]=1)=[C:8]([NH2:11])[N:7]=[C:6]([O:12][CH2:13][CH2:14][CH2:15][CH3:16])[N:5]=2.Cl.[O:32]1CCOCC1.[C:38]([O:42][CH2:43]C)(=[O:41])[CH:39]=[CH2:40].C(N(CC)CC)C, predict the reaction product. (4) Given the reactants [CH3:1][O:2][C:3]1[CH:12]=[C:11]2[C:6]([CH:7]=[C:8]([C:14]([NH:16][C:17]3[CH:18]=[C:19]([CH:23]=[CH:24][C:25]=3[CH3:26])[C:20](O)=[O:21])=[O:15])[C:9](=[O:13])[NH:10]2)=[CH:5][N:4]=1.[Cl:27][C:28]1[CH:35]=[CH:34][CH:33]=[CH:32][C:29]=1[CH2:30][NH2:31], predict the reaction product. The product is: [Cl:27][C:28]1[CH:35]=[CH:34][CH:33]=[CH:32][C:29]=1[CH2:30][NH:31][C:20]([C:19]1[CH:23]=[CH:24][C:25]([CH3:26])=[C:17]([NH:16][C:14]([C:8]2[C:9](=[O:13])[NH:10][C:11]3[C:6]([CH:7]=2)=[CH:5][N:4]=[C:3]([O:2][CH3:1])[CH:12]=3)=[O:15])[CH:18]=1)=[O:21]. (5) The product is: [CH3:25][C:26]1[CH:31]=[CH:30][C:29]([N+:32]([O-:34])=[O:33])=[CH:28][C:27]=1[S:19][C:15]1[N:14]=[C:13]([C:6]2[C:7]3[C:12](=[CH:11][CH:10]=[CH:9][CH:8]=3)[N:3]=[CH:4][CH:5]=2)[CH:18]=[CH:17][N:16]=1. Given the reactants [H-].[Na+].[N:3]1[C:12]2[C:7](=[CH:8][CH:9]=[CH:10][CH:11]=2)[C:6]([C:13]2[CH:18]=[CH:17][N:16]=[C:15]([SH:19])[N:14]=2)=[CH:5][CH:4]=1.F[B-](F)(F)F.[CH3:25][C:26]1[CH:31]=[CH:30][C:29]([N+:32]([O-:34])=[O:33])=[CH:28][C:27]=1[N+]#N, predict the reaction product. (6) Given the reactants [C@@H:1]1([N:10]2[CH:17]=[CH:16][C:14](=[O:15])[NH:13][C:11]2=[O:12])[O:9][C@H:6]([CH2:7]O)[C@@H:4]([OH:5])[C@H:2]1[OH:3].C1(P(C2C=CC=CC=2)C2C=CC=CC=2)C=CC=CC=1.[N-:37]=[N+:38]=[N-:39].[Li+].C(Br)(Br)(Br)Br, predict the reaction product. The product is: [N:37]([CH2:7][C@H:6]1[O:9][C@@H:1]([N:10]2[CH:17]=[CH:16][C:14](=[O:15])[NH:13][C:11]2=[O:12])[C@H:2]([OH:3])[C@@H:4]1[OH:5])=[N+:38]=[N-:39]. (7) Given the reactants [NH:1](C(OCC1C=CC=CC=1)=O)[C@H:2]([C:8]([O:10]CC1C=CC=CC=1)=[O:9])[CH2:3][CH2:4][C:5](=O)[OH:6].C1N=CN(C(N2C=NC=C2)=O)C=1.[CH:40]1[C:45]([S:46]([OH:49])(=[O:48])=[O:47])=[C:44]([OH:50])[C:43]([NH2:51])=[CH:42][C:41]=1Cl.C1COCC1, predict the reaction product. The product is: [OH:50][C:44]1[C:45]([S:46]([OH:49])(=[O:48])=[O:47])=[CH:40][CH:41]=[CH:42][C:43]=1[NH:51][C:5](=[O:6])[CH2:4][CH2:3][C@@H:2]([C:8]([OH:10])=[O:9])[NH2:1].